Dataset: Full USPTO retrosynthesis dataset with 1.9M reactions from patents (1976-2016). Task: Predict the reactants needed to synthesize the given product. (1) The reactants are: C(C(O)=O)(F)(F)F.C([O:12][C:13](=[O:41])[CH2:14][N:15]([S:23]([C:26]1[CH:35]=[C:34]2[C:29]([C:30]([Cl:40])=[CH:31][N:32]=[C:33]2[NH:36][C:37]([NH2:39])=[NH:38])=[CH:28][CH:27]=1)(=[O:25])=[O:24])[CH2:16][C:17]1[CH:22]=[CH:21][N:20]=[CH:19][CH:18]=1)(C)(C)C. Given the product [ClH:40].[ClH:40].[Cl:40][C:30]1[C:29]2[C:34](=[CH:35][C:26]([S:23]([N:15]([CH2:16][C:17]3[CH:22]=[CH:21][N:20]=[CH:19][CH:18]=3)[CH2:14][C:13]([OH:41])=[O:12])(=[O:24])=[O:25])=[CH:27][CH:28]=2)[C:33]([NH:36][C:37]([NH2:39])=[NH:38])=[N:32][CH:31]=1, predict the reactants needed to synthesize it. (2) Given the product [Br:33][C:20]1[C:21]2[C:26]([O:27][CH3:28])=[N:25][C:24]([NH:29][CH:30]=[O:31])=[N:23][C:22]=2[N:18]([C@@H:8]2[O:9][C@H:10]([CH2:11][O:12][C:13](=[O:17])[CH:14]([CH3:15])[CH3:16])[C@@H:6]([O:5][C:3](=[O:4])[CH:2]([CH3:32])[CH3:1])[CH2:7]2)[CH:19]=1, predict the reactants needed to synthesize it. The reactants are: [CH3:1][CH:2]([CH3:32])[C:3]([O:5][C@@H:6]1[C@@H:10]([CH2:11][O:12][C:13](=[O:17])[CH:14]([CH3:16])[CH3:15])[O:9][C@@H:8]([N:18]2[C:22]3[N:23]=[C:24]([NH:29][CH:30]=[O:31])[N:25]=[C:26]([O:27][CH3:28])[C:21]=3[CH:20]=[CH:19]2)[CH2:7]1)=[O:4].[Br:33]N1C(=O)CCC1=O.C(Cl)Cl.O. (3) Given the product [Cl:24][C:25]1[CH:30]=[C:29]([Cl:31])[CH:28]=[CH:27][C:26]=1[C:2]1[CH:3]=[CH:4][C:5]([C:8]#[C:9][CH2:10][CH2:11][C:12]2[CH:17]=[CH:16][C:15]([CH2:18][N:19]3[CH2:23][CH2:22][CH2:21][CH2:20]3)=[CH:14][CH:13]=2)=[N:6][CH:7]=1, predict the reactants needed to synthesize it. The reactants are: Br[C:2]1[CH:3]=[CH:4][C:5]([C:8]#[C:9][CH2:10][CH2:11][C:12]2[CH:17]=[CH:16][C:15]([CH2:18][N:19]3[CH2:23][CH2:22][CH2:21][CH2:20]3)=[CH:14][CH:13]=2)=[N:6][CH:7]=1.[Cl:24][C:25]1[CH:30]=[C:29]([Cl:31])[CH:28]=[CH:27][C:26]=1OB(O)O. (4) Given the product [NH2:3][CH2:12][C:13]1[CH2:14][C@@H:15]([NH:28][C:29](=[O:35])[O:30][C:31]([CH3:33])([CH3:32])[CH3:34])[C@H:16]([C:19]2[CH:24]=[C:23]([F:25])[C:22]([F:26])=[CH:21][C:20]=2[F:27])[CH2:17][CH:18]=1, predict the reactants needed to synthesize it. The reactants are: O=C1C2C(=CC=CC=2)C(=O)[N:3]1[CH2:12][C:13]1[CH2:14][C@@H:15]([NH:28][C:29](=[O:35])[O:30][C:31]([CH3:34])([CH3:33])[CH3:32])[C@H:16]([C:19]2[CH:24]=[C:23]([F:25])[C:22]([F:26])=[CH:21][C:20]=2[F:27])[CH2:17][CH:18]=1.O.NN.C(OCC)(=O)C.[OH-].[Na+]. (5) Given the product [Cl:11][C:9]1[CH:8]=[CH:7][C:5]2[N:6]=[C:2]([N:23]3[CH2:24][CH2:25][N:20]([C:15]4[C:14]([Cl:13])=[CH:19][CH:18]=[CH:17][N:16]=4)[CH2:21][CH2:22]3)[NH:3][C:4]=2[CH:10]=1, predict the reactants needed to synthesize it. The reactants are: Cl[C:2]1[NH:6][C:5]2[CH:7]=[CH:8][C:9]([Cl:11])=[CH:10][C:4]=2[N:3]=1.Cl.[Cl:13][C:14]1[C:15]([N:20]2[CH2:25][CH2:24][NH:23][CH2:22][CH2:21]2)=[N:16][CH:17]=[CH:18][CH:19]=1.C(N(CC)C(C)C)(C)C. (6) Given the product [CH2:38]([C:35]1[CH:36]=[CH:37][C:32]([CH2:31][O:30][CH:18]2[CH:17]([C:14]3[CH:13]=[CH:12][C:11]([O:10][CH2:9][CH2:8][CH2:7][O:6][CH2:5][C:4]4[CH:46]=[CH:47][CH:48]=[CH:49][C:3]=4[O:2][CH3:1])=[CH:16][CH:15]=3)[CH2:22][CH2:21][N:20]([C:23]([O:25][C:26]([CH3:29])([CH3:28])[CH3:27])=[O:24])[CH2:19]2)=[CH:33][C:34]=1[O:40][CH2:41][CH2:42][CH2:43][O:44][CH3:45])[CH3:39], predict the reactants needed to synthesize it. The reactants are: [CH3:1][O:2][C:3]1[CH:49]=[CH:48][CH:47]=[CH:46][C:4]=1[CH2:5][O:6][CH2:7][CH2:8][CH2:9][O:10][C:11]1[CH:16]=[CH:15][C:14]([CH:17]2[CH2:22][CH2:21][N:20]([C:23]([O:25][C:26]([CH3:29])([CH3:28])[CH3:27])=[O:24])[CH2:19][CH:18]2[O:30][CH2:31][C:32]2[CH:37]=[CH:36][C:35]([CH:38]=[CH2:39])=[C:34]([O:40][CH2:41][CH2:42][CH2:43][O:44][CH3:45])[CH:33]=2)=[CH:13][CH:12]=1.